Predict the product of the given reaction. From a dataset of Forward reaction prediction with 1.9M reactions from USPTO patents (1976-2016). (1) Given the reactants C([Si](C1C=CC=CC=1)(C1C=CC=CC=1)[O:6][C:7]1[CH:50]=[CH:49][C:10]([O:11][CH2:12][C@@H:13]([OH:48])[CH2:14][NH:15][CH2:16][CH2:17][C:18]2[CH:47]=[CH:46][C:21]([NH:22][CH:23]3[CH2:28][CH2:27][N:26]([C:29]([NH:31][CH2:32][CH:33]([C:40]4[CH:45]=[CH:44][CH:43]=[CH:42][CH:41]=4)[C:34]4[CH:39]=[CH:38][CH:37]=[CH:36][CH:35]=4)=[O:30])[CH2:25][CH2:24]3)=[CH:20][CH:19]=2)=[CH:9][CH:8]=1)(C)(C)C, predict the reaction product. The product is: [C:34]1([CH:33]([C:40]2[CH:45]=[CH:44][CH:43]=[CH:42][CH:41]=2)[CH2:32][NH:31][C:29]([N:26]2[CH2:27][CH2:28][CH:23]([NH:22][C:21]3[CH:46]=[CH:47][C:18]([CH2:17][CH2:16][NH:15][CH2:14][C@H:13]([OH:48])[CH2:12][O:11][C:10]4[CH:49]=[CH:50][C:7]([OH:6])=[CH:8][CH:9]=4)=[CH:19][CH:20]=3)[CH2:24][CH2:25]2)=[O:30])[CH:35]=[CH:36][CH:37]=[CH:38][CH:39]=1. (2) Given the reactants [I:1][C:2]1[CH:7]=[CH:6][C:5]([C:8]#[C:9][Si](C)(C)C)=[CH:4][CH:3]=1.C([O-])([O-])=O.[K+].[K+], predict the reaction product. The product is: [C:8]([C:5]1[CH:6]=[CH:7][C:2]([I:1])=[CH:3][CH:4]=1)#[CH:9].